The task is: Predict the reactants needed to synthesize the given product.. This data is from Full USPTO retrosynthesis dataset with 1.9M reactions from patents (1976-2016). Given the product [F:33][C:34]([F:39])([F:38])[C:35]([OH:37])=[O:36].[C:1]([C:4]1[N:5]=[C:6]([C:9]2[CH:14]=[CH:13][CH:12]=[CH:11][C:10]=2[NH:15][C:16](=[O:17])[O:18][CH2:19][CH:20]2[CH2:25][CH2:24][NH:23][CH2:22][CH2:21]2)[S:7][CH:8]=1)(=[O:3])[CH3:2], predict the reactants needed to synthesize it. The reactants are: [C:1]([C:4]1[N:5]=[C:6]([C:9]2[CH:14]=[CH:13][CH:12]=[CH:11][C:10]=2[NH:15][C:16]([O:18][CH2:19][CH:20]2[CH2:25][CH2:24][N:23](C(OC(C)(C)C)=O)[CH2:22][CH2:21]2)=[O:17])[S:7][CH:8]=1)(=[O:3])[CH3:2].[F:33][C:34]([F:39])([F:38])[C:35]([OH:37])=[O:36].